The task is: Predict the reactants needed to synthesize the given product.. This data is from Retrosynthesis with 50K atom-mapped reactions and 10 reaction types from USPTO. (1) Given the product COC(=O)CC[C@H]1[C@H](c2ccc(F)cc2)[C@@H](O[C@H](C)c2cc(C(F)(F)F)cc(C(F)(F)F)c2)CN1C(=O)OC(C)(C)C, predict the reactants needed to synthesize it. The reactants are: COC(=O)/C=C/[C@H]1[C@H](c2ccc(F)cc2)[C@@H](O[C@H](C)c2cc(C(F)(F)F)cc(C(F)(F)F)c2)CN1C(=O)OC(C)(C)C. (2) Given the product Cc1cc(N2CCOCC2)cc(C)c1NC(=O)CC(C)(C)C, predict the reactants needed to synthesize it. The reactants are: C1COCCN1.Cc1cc(Br)cc(C)c1NC(=O)CC(C)(C)C.